This data is from NCI-60 drug combinations with 297,098 pairs across 59 cell lines. The task is: Regression. Given two drug SMILES strings and cell line genomic features, predict the synergy score measuring deviation from expected non-interaction effect. (1) Drug 1: C1CC(=O)NC(=O)C1N2C(=O)C3=CC=CC=C3C2=O. Drug 2: CC(C)CN1C=NC2=C1C3=CC=CC=C3N=C2N. Cell line: CCRF-CEM. Synergy scores: CSS=0.498, Synergy_ZIP=1.94, Synergy_Bliss=2.29, Synergy_Loewe=-2.60, Synergy_HSA=-3.19. (2) Drug 1: CC1=C(C=C(C=C1)NC2=NC=CC(=N2)N(C)C3=CC4=NN(C(=C4C=C3)C)C)S(=O)(=O)N.Cl. Drug 2: CC(C)(C#N)C1=CC(=CC(=C1)CN2C=NC=N2)C(C)(C)C#N. Cell line: M14. Synergy scores: CSS=1.42, Synergy_ZIP=4.22, Synergy_Bliss=5.59, Synergy_Loewe=3.50, Synergy_HSA=2.18.